From a dataset of Forward reaction prediction with 1.9M reactions from USPTO patents (1976-2016). Predict the product of the given reaction. Given the reactants [C:1]([O:5][C:6]([NH:8][C:9]1[O:17][C:16]2[C:11](=[N:12][CH:13]=[C:14]([C:18]3[CH:19]=[N:20][C:21]([C:24]([NH:26][CH3:27])=[O:25])=[CH:22][CH:23]=3)[CH:15]=2)[C:10]=1[C:28]([O:30]CC)=[O:29])=[O:7])([CH3:4])([CH3:3])[CH3:2].CO.O[Li].O.Cl, predict the reaction product. The product is: [C:1]([O:5][C:6]([NH:8][C:9]1[O:17][C:16]2[C:11](=[N:12][CH:13]=[C:14]([C:18]3[CH:19]=[N:20][C:21]([C:24]([NH:26][CH3:27])=[O:25])=[CH:22][CH:23]=3)[CH:15]=2)[C:10]=1[C:28]([OH:30])=[O:29])=[O:7])([CH3:4])([CH3:2])[CH3:3].